From a dataset of Full USPTO retrosynthesis dataset with 1.9M reactions from patents (1976-2016). Predict the reactants needed to synthesize the given product. (1) Given the product [BrH:31].[Cl:2][C:3]1[CH:8]=[CH:7][CH:6]=[CH:5][C:4]=1[CH2:9][CH2:10][NH:11][CH2:12][CH2:13][CH2:14][CH2:15][C:16]([C:18]1[CH:19]=[C:20]2[C:25]3=[C:26]([CH2:28][C:29](=[O:30])[N:24]3[CH2:23][CH2:22][CH2:21]2)[CH:27]=1)=[O:17], predict the reactants needed to synthesize it. The reactants are: Cl.[Cl:2][C:3]1[CH:8]=[CH:7][CH:6]=[CH:5][C:4]=1[CH2:9][CH2:10][NH:11][CH2:12][CH2:13][CH2:14][CH2:15][C:16]([C:18]1[CH:19]=[C:20]2[C:25]3=[C:26]([CH2:28][C:29](=[O:30])[N:24]3[CH2:23][CH2:22][CH2:21]2)[CH:27]=1)=[O:17].[BrH:31]. (2) Given the product [CH2:17]([NH:24][CH2:13][CH:11]1[O:12][CH:6]2[CH:7]([N:8]=[C:4]([NH:3][CH2:1][CH3:2])[S:5]2)[CH:9]([OH:16])[CH:10]1[OH:15])[C:18]1[CH:23]=[CH:22][CH:21]=[CH:20][CH:19]=1, predict the reactants needed to synthesize it. The reactants are: [CH2:1]([NH:3][C:4]1[S:5][C@H:6]2[O:12][C@H:11]([CH:13]=O)[C@@H:10]([OH:15])[C@H:9]([OH:16])[C@H:7]2[N:8]=1)[CH3:2].[CH2:17]([NH2:24])[C:18]1[CH:23]=[CH:22][CH:21]=[CH:20][CH:19]=1.C([BH3-])#N.[Na+]. (3) Given the product [C:13]([N:5]1[C:6]2[C:11](=[CH:10][C:9]([F:12])=[CH:8][CH:7]=2)[C@H:2]([NH:1][C:47]2[CH:56]=[CH:55][C:50]([C:51]([NH:53][CH3:54])=[O:52])=[CH:49][CH:48]=2)[C@@H:3]([CH3:17])[C@@H:4]1[CH3:16])(=[O:15])[CH3:14], predict the reactants needed to synthesize it. The reactants are: [NH2:1][C@H:2]1[C:11]2[C:6](=[CH:7][CH:8]=[C:9]([F:12])[CH:10]=2)[N:5]([C:13](=[O:15])[CH3:14])[C@@H:4]([CH3:16])[C@@H:3]1[CH3:17].CN(C1C(C2C(P(C3CCCCC3)C3CCCCC3)=CC=CC=2)=CC=CC=1)C.Br[C:47]1[CH:56]=[CH:55][C:50]([C:51]([NH:53][CH3:54])=[O:52])=[CH:49][CH:48]=1.CC(C)([O-])C.[Na+].